Predict the reactants needed to synthesize the given product. From a dataset of Full USPTO retrosynthesis dataset with 1.9M reactions from patents (1976-2016). The reactants are: [N:1]1[CH:6]=[CH:5][CH:4]=[C:3]([CH2:7][OH:8])[N:2]=1.S(Cl)(Cl)=O.[CH:13]1([NH:16][C:17](=[O:35])[C:18]2[CH:23]=[CH:22][C:21]([CH3:24])=[C:20]([NH:25][C:26](=[O:34])[C:27]3[CH:32]=[CH:31][C:30](O)=[CH:29][CH:28]=3)[CH:19]=2)[CH2:15][CH2:14]1.C(=O)([O-])[O-].[Cs+].[Cs+].[I-]. Given the product [CH:13]1([NH:16][C:17](=[O:35])[C:18]2[CH:23]=[CH:22][C:21]([CH3:24])=[C:20]([NH:25][C:26](=[O:34])[C:27]3[CH:28]=[CH:29][C:30]([O:8][CH2:7][C:3]4[N:2]=[N:1][CH:6]=[CH:5][CH:4]=4)=[CH:31][CH:32]=3)[CH:19]=2)[CH2:15][CH2:14]1, predict the reactants needed to synthesize it.